Dataset: Peptide-MHC class I binding affinity with 185,985 pairs from IEDB/IMGT. Task: Regression. Given a peptide amino acid sequence and an MHC pseudo amino acid sequence, predict their binding affinity value. This is MHC class I binding data. (1) The peptide sequence is CTDPSERVFK. The binding affinity (normalized) is 0. The MHC is HLA-A33:01 with pseudo-sequence HLA-A33:01. (2) The peptide sequence is PYIEQGMMLA. The MHC is Patr-A0901 with pseudo-sequence Patr-A0901. The binding affinity (normalized) is 0.0463. (3) The peptide sequence is SMELPSFGV. The MHC is HLA-B46:01 with pseudo-sequence HLA-B46:01. The binding affinity (normalized) is 0.0847. (4) The peptide sequence is SAYERGLRY. The MHC is HLA-B58:01 with pseudo-sequence HLA-B58:01. The binding affinity (normalized) is 0.0847.